From a dataset of Reaction yield outcomes from USPTO patents with 853,638 reactions. Predict the reaction yield, written as a fraction of the theoretical maximum amount of product (1.0 means a 100% yield; for example, 0.34 means a 34% yield). The reactants are [CH2:1]([O:5][C:6]1[CH:10]=[C:9]([CH2:11][CH2:12][C:13]([O:15]CC)=[O:14])[N:8]([CH2:18][C:19]2[CH:24]=[CH:23][C:22]([C:25]([F:28])([F:27])[F:26])=[CH:21][CH:20]=2)[N:7]=1)[CH2:2][CH2:3][CH3:4].[OH-].[Na+].O1CCCC1. The catalyst is C(O)C. The product is [CH2:1]([O:5][C:6]1[CH:10]=[C:9]([CH2:11][CH2:12][C:13]([OH:15])=[O:14])[N:8]([CH2:18][C:19]2[CH:24]=[CH:23][C:22]([C:25]([F:28])([F:27])[F:26])=[CH:21][CH:20]=2)[N:7]=1)[CH2:2][CH2:3][CH3:4]. The yield is 0.660.